This data is from Forward reaction prediction with 1.9M reactions from USPTO patents (1976-2016). The task is: Predict the product of the given reaction. (1) Given the reactants COC1C=C2C(=CC=1)NN=C2C(NCC1CCN(CC2SC=C(C(O)=O)N=2)CC1)=O.[CH3:31][O:32][C:33]1[CH:34]=[C:35]2[C:39](=[CH:40][CH:41]=1)[NH:38][N:37]=[C:36]2[C:42]([NH:44][CH2:45][CH:46]1[CH2:51][CH2:50][N:49]([CH2:52][C:53]2[O:57][C:56]([C:58]([O:60]CC)=[O:59])=[CH:55][CH:54]=2)[CH2:48][CH2:47]1)=[O:43], predict the reaction product. The product is: [CH3:31][O:32][C:33]1[CH:34]=[C:35]2[C:39](=[CH:40][CH:41]=1)[NH:38][N:37]=[C:36]2[C:42]([NH:44][CH2:45][CH:46]1[CH2:51][CH2:50][N:49]([CH2:52][C:53]2[O:57][C:56]([C:58]([OH:60])=[O:59])=[CH:55][CH:54]=2)[CH2:48][CH2:47]1)=[O:43]. (2) Given the reactants Br[C:2]1[CH:10]=[CH:9][CH:8]=[C:7]2[C:3]=1[CH:4]=[C:5](Cl)[NH:6]2.[CH3:12][C:13]1[S:14][CH:15]=[C:16]([C:18]([NH:20][C:21]2[C:22]3[C:26]([CH:27]=[C:28](B4OC(C)(C)CC(C)(C)O4)[CH:29]=2)=[N:25][N:24](C2CCCCO2)[CH:23]=3)=[O:19])[N:17]=1.C(=O)([O-])[O-:47].[Na+].[Na+].O1CCOCC1, predict the reaction product. The product is: [CH3:12][C:13]1[S:14][CH:15]=[C:16]([C:18]([NH:20][C:21]2[CH:29]=[C:28]([C:2]3[CH:10]=[CH:9][CH:8]=[C:7]4[C:3]=3[CH2:4][C:5](=[O:47])[NH:6]4)[CH:27]=[C:26]3[C:22]=2[CH:23]=[N:24][NH:25]3)=[O:19])[N:17]=1.